This data is from Full USPTO retrosynthesis dataset with 1.9M reactions from patents (1976-2016). The task is: Predict the reactants needed to synthesize the given product. (1) Given the product [Cl:11][C:8]1[CH:9]=[CH:10][C:2]([F:1])=[C:3]([C:4]2[N:6]=[C:15]([OH:14])[C:17]3[O:18][CH2:19][CH2:20][C:21]=3[N:5]=2)[CH:7]=1, predict the reactants needed to synthesize it. The reactants are: [F:1][C:2]1[CH:10]=[CH:9][C:8]([Cl:11])=[CH:7][C:3]=1[C:4]([NH2:6])=[NH:5].C([O:14][C:15]([CH:17]1[C:21](=O)[CH2:20][CH2:19][O:18]1)=O)C. (2) Given the product [CH3:1][C:2]1[CH:3]=[CH:4][C:5]([S:8]([NH:11][C:12](=[O:35])[O:13][CH2:14][CH2:15][C:16]2[CH:17]=[CH:18][C:19]([NH:22][C:23]3[CH:28]=[C:27]([Cl:29])[C:26]([C:30]([F:33])([F:31])[F:32])=[CH:25][C:24]=3[NH:34][C:43]([C:39]3[CH:40]=[C:41]([CH3:42])[N:37]([CH3:36])[N:38]=3)=[O:44])=[CH:20][CH:21]=2)(=[O:9])=[O:10])=[CH:6][CH:7]=1, predict the reactants needed to synthesize it. The reactants are: [CH3:1][C:2]1[CH:7]=[CH:6][C:5]([S:8]([NH:11][C:12](=[O:35])[O:13][CH2:14][CH2:15][C:16]2[CH:21]=[CH:20][C:19]([NH:22][C:23]3[CH:28]=[C:27]([Cl:29])[C:26]([C:30]([F:33])([F:32])[F:31])=[CH:25][C:24]=3[NH2:34])=[CH:18][CH:17]=2)(=[O:10])=[O:9])=[CH:4][CH:3]=1.[CH3:36][N:37]1[C:41]([CH3:42])=[CH:40][C:39]([C:43](O)=[O:44])=[N:38]1.C(N(CC)C(C)C)(C)C.C1C=CC2N(O)N=NC=2C=1.CN(C(ON1N=NC2C=CC=CC1=2)=[N+](C)C)C.F[P-](F)(F)(F)(F)F. (3) Given the product [Cl:5][C:6]1[C:14]([OH:15])=[CH:13][C:12]([Cl:16])=[CH:11][C:7]=1[C:8]([O:10][CH3:17])=[O:9], predict the reactants needed to synthesize it. The reactants are: S(Cl)(Cl)=O.[Cl:5][C:6]1[C:14]([OH:15])=[CH:13][C:12]([Cl:16])=[CH:11][C:7]=1[C:8]([OH:10])=[O:9].[CH3:17]O.